From a dataset of Forward reaction prediction with 1.9M reactions from USPTO patents (1976-2016). Predict the product of the given reaction. (1) Given the reactants C([C:5]1[CH:6]=[C:7](C2OC=C(CCO)N=2)[CH:8]=[C:9](C(C)(C)C)[C:10]=1[OH:11])(C)(C)C.C(N(C(=O)CC)CC[C:29]1[CH:34]=[CH:33][C:32](O)=[CH:31][CH:30]=1)C.C1(P(C2C=CC=CC=2)C2C=CC=CC=2)C=CC=CC=1.CCOC(/N=N/C(OCC)=O)=O, predict the reaction product. The product is: [C:29]1([O:11][C:10]2[CH:5]=[CH:6][CH:7]=[CH:8][CH:9]=2)[CH:34]=[CH:33][CH:32]=[CH:31][CH:30]=1. (2) Given the reactants [Cl:1][C:2]1[CH:3]=[C:4]([CH:12]=[CH:13][C:14]=1[Cl:15])[O:5][CH:6]1[CH2:11][CH2:10][NH:9][CH2:8][CH2:7]1.Br[CH2:17][CH2:18][CH2:19][NH:20][C:21](=[O:27])[O:22][C:23]([CH3:26])([CH3:25])[CH3:24], predict the reaction product. The product is: [Cl:1][C:2]1[CH:3]=[C:4]([CH:12]=[CH:13][C:14]=1[Cl:15])[O:5][CH:6]1[CH2:11][CH2:10][N:9]([CH2:17][CH2:18][CH2:19][NH:20][C:21](=[O:27])[O:22][C:23]([CH3:26])([CH3:25])[CH3:24])[CH2:8][CH2:7]1. (3) Given the reactants [NH2:1][C:2]1[CH:3]=[C:4]([CH:7]=[CH:8][C:9]=1[S:10][CH2:11][C:12]1[CH:17]=[CH:16][CH:15]=[CH:14][CH:13]=1)[C:5]#[N:6].[O:18]1[C:22]2[CH:23]=[CH:24][CH:25]=[CH:26][C:21]=2[CH:20]=[C:19]1[S:27](Cl)(=[O:29])=[O:28], predict the reaction product. The product is: [CH2:11]([S:10][C:9]1[CH:8]=[CH:7][C:4]([C:5]#[N:6])=[CH:3][C:2]=1[NH:1][S:27]([C:19]1[O:18][C:22]2[CH:23]=[CH:24][CH:25]=[CH:26][C:21]=2[CH:20]=1)(=[O:28])=[O:29])[C:12]1[CH:17]=[CH:16][CH:15]=[CH:14][CH:13]=1. (4) Given the reactants [C:1]([O:10]C)(=O)[C:2]1[C:3](=[CH:5][CH:6]=[CH:7][CH:8]=1)[SH:4].[C:12]([C:14]1[CH:25]=[CH:24][C:17]([C:18]([NH:20][CH2:21][CH2:22][CH3:23])=[O:19])=[CH:16][N:15]=1)#[N:13].C(N(CC)CC)C, predict the reaction product. The product is: [O:10]=[C:1]1[C:2]2[CH:8]=[CH:7][CH:6]=[CH:5][C:3]=2[S:4][C:12]([C:14]2[CH:25]=[CH:24][C:17]([C:18]([NH:20][CH2:21][CH2:22][CH3:23])=[O:19])=[CH:16][N:15]=2)=[N:13]1. (5) Given the reactants C(=O)([O-])[O-].[Cs+].[Cs+].[F:7][C:8]1[C:13]([OH:14])=[CH:12][CH:11]=[CH:10][C:9]=1[CH2:15][NH:16][C:17]([C:19]1[CH:20]=[C:21]2[C:26](=[CH:27][CH:28]=1)[N:25]=[CH:24][CH:23]=[CH:22]2)=[O:18].I[CH2:30][CH3:31].CN(C=O)C, predict the reaction product. The product is: [CH2:30]([O:14][C:13]1[C:8]([F:7])=[C:9]([CH2:15][NH:16][C:17]([C:19]2[CH:20]=[C:21]3[C:26](=[CH:27][CH:28]=2)[N:25]=[CH:24][CH:23]=[CH:22]3)=[O:18])[CH:10]=[CH:11][CH:12]=1)[CH3:31].